This data is from Catalyst prediction with 721,799 reactions and 888 catalyst types from USPTO. The task is: Predict which catalyst facilitates the given reaction. (1) Reactant: Br[CH2:2][C:3]1[N:4]=[CH:5][S:6][C:7]=1[CH2:8]Br.Cl.Cl.[CH3:12][NH:13][NH:14][CH3:15].C(N(CC)CC)C. Product: [CH3:12][N:13]1[CH2:2][C:3]2[N:4]=[CH:5][S:6][C:7]=2[CH2:8][N:14]1[CH3:15]. The catalyst class is: 8. (2) Reactant: C(N(CC)CC)C.[CH3:8][O:9][C:10]1[CH:18]=[CH:17][C:13]([C:14](Cl)=[O:15])=[CH:12][CH:11]=1.[CH2:19]([O:26][C:27]1[C:28]([CH3:36])=[C:29]([CH3:35])[C:30]([NH2:34])=[N:31][C:32]=1[CH3:33])[C:20]1[CH:25]=[CH:24][CH:23]=[CH:22][CH:21]=1. Product: [CH2:19]([O:26][C:27]1[C:28]([CH3:36])=[C:29]([CH3:35])[C:30]([NH:34][C:14](=[O:15])[C:13]2[CH:17]=[CH:18][C:10]([O:9][CH3:8])=[CH:11][CH:12]=2)=[N:31][C:32]=1[CH3:33])[C:20]1[CH:21]=[CH:22][CH:23]=[CH:24][CH:25]=1. The catalyst class is: 2. (3) Reactant: [NH:1]1[C:7](=[O:8])[CH2:6][CH2:5][NH:4][C:3]2[CH:9]=[CH:10][CH:11]=[CH:12][C:2]1=2.[H-].[Na+].Br[CH2:16][C:17]([O:19][CH3:20])=[O:18]. Product: [O:8]=[C:7]1[N:1]([CH2:16][C:17]([O:19][CH3:20])=[O:18])[C:2]2[CH:12]=[CH:11][CH:10]=[CH:9][C:3]=2[NH:4][CH2:5][CH2:6]1. The catalyst class is: 3. (4) Reactant: [C:1]([OH:22])(=O)[CH2:2][CH2:3][CH2:4]/[CH:5]=[CH:6]\[CH2:7]/[CH:8]=[CH:9]\[CH2:10]/[CH:11]=[CH:12]\[CH2:13]/[CH:14]=[CH:15]\[CH2:16]/[CH:17]=[CH:18]\[CH2:19][CH3:20].[CH3:23][O:24][CH2:25][CH2:26][O:27][CH2:28][CH2:29][O:30][CH2:31][CH2:32][NH2:33].C(Cl)CCl. Product: [CH3:23][O:24][CH2:25][CH2:26][O:27][CH2:28][CH2:29][O:30][CH2:31][CH2:32][NH:33][C:1](=[O:22])[CH2:2][CH2:3][CH2:4]/[CH:5]=[CH:6]\[CH2:7]/[CH:8]=[CH:9]\[CH2:10]/[CH:11]=[CH:12]\[CH2:13]/[CH:14]=[CH:15]\[CH2:16]/[CH:17]=[CH:18]\[CH2:19][CH3:20]. The catalyst class is: 2. (5) Product: [C:4]([Si:1]([CH3:3])([CH3:2])[O:9][CH:10]1[CH2:15][CH2:14][N:13]([C:16]([N:18]2[CH:22]=[CH:21][N:20]=[CH:19]2)=[O:17])[CH2:12][CH2:11]1)([CH3:7])([CH3:6])[CH3:5]. Reactant: [Si:1](Cl)([C:4]([CH3:7])([CH3:6])[CH3:5])([CH3:3])[CH3:2].[OH:9][CH:10]1[CH2:15][CH2:14][N:13]([C:16]([N:18]2[CH:22]=[CH:21][N:20]=[CH:19]2)=[O:17])[CH2:12][CH2:11]1. The catalyst class is: 9. (6) Reactant: [OH:1][CH2:2][CH2:3][C@@H:4]1[C@@H:12]([O:13][C:14]2[CH:19]=[CH:18][CH:17]=[CH:16][CH:15]=2)[C@H:11]([CH3:20])[O:10][C:9](=[O:21])[C@@H:8]([NH:22][C:23](=[O:29])[O:24][C:25]([CH3:28])([CH3:27])[CH3:26])[CH2:7][CH2:6][CH2:5]1.[CH3:30]N(C1C2C(N(C)C)=CC=CC=2C=CC=1)C.F[B-](F)(F)F.C[O+](C)C. Product: [CH3:30][O:1][CH2:2][CH2:3][C@@H:4]1[C@@H:12]([O:13][C:14]2[CH:15]=[CH:16][CH:17]=[CH:18][CH:19]=2)[C@H:11]([CH3:20])[O:10][C:9](=[O:21])[C@@H:8]([NH:22][C:23](=[O:29])[O:24][C:25]([CH3:28])([CH3:27])[CH3:26])[CH2:7][CH2:6][CH2:5]1. The catalyst class is: 2. (7) Reactant: [CH2:1]([NH:4][C:5]1[CH:10]=[CH:9][C:8]([C:11]([F:14])([F:13])[F:12])=[CH:7][C:6]=1[N+:15]([O-])=O)[CH2:2][CH3:3]. Product: [CH2:1]([NH:4][C:5]1[C:6]([NH2:15])=[CH:7][C:8]([C:11]([F:13])([F:14])[F:12])=[CH:9][CH:10]=1)[CH2:2][CH3:3]. The catalyst class is: 153. (8) Reactant: [OH:1][CH:2](CO)[CH2:3][C:4]1[CH:11]=[CH:10][C:7]([C:8]#[N:9])=[C:6]([F:12])[CH:5]=1. Product: [F:12][C:6]1[CH:5]=[C:4]([CH2:3][CH:2]=[O:1])[CH:11]=[CH:10][C:7]=1[C:8]#[N:9]. The catalyst class is: 24. (9) Reactant: Br[C:2]1[C:3]([CH3:10])=[CH:4][C:5]([O:8][CH3:9])=[N:6][CH:7]=1.[Li]CCCC.CN(C)[CH:18]=[O:19]. Product: [CH3:9][O:8][C:5]1[CH:4]=[C:3]([CH3:10])[C:2]([CH:18]=[O:19])=[CH:7][N:6]=1. The catalyst class is: 7. (10) Reactant: [Br:1][C:2]1[CH:32]=[CH:31][C:5]2[N:6]=[C:7]([NH:16][C:17]3[C:22]([Cl:23])=[CH:21][C:20]([C:24]4([CH3:29])OCC[O:25]4)=[CH:19][C:18]=3[Cl:30])[C:8]3[C:13]([C:4]=2[CH:3]=1)=[C:12]([O:14]C)[N:11]=[CH:10][CH:9]=3.Cl.C([O-])(O)=O.[Na+]. Product: [C:24]([C:20]1[CH:19]=[C:18]([Cl:30])[C:17]([NH:16][C:7]2[C:8]3[CH:9]=[CH:10][NH:11][C:12](=[O:14])[C:13]=3[C:4]3[CH:3]=[C:2]([Br:1])[CH:32]=[CH:31][C:5]=3[N:6]=2)=[C:22]([Cl:23])[CH:21]=1)(=[O:25])[CH3:29]. The catalyst class is: 1.